Dataset: Forward reaction prediction with 1.9M reactions from USPTO patents (1976-2016). Task: Predict the product of the given reaction. (1) Given the reactants [CH2:1]([O:3][C:4]([CH:6]1[CH2:11][CH2:10][C:9](=[CH2:12])[CH2:8][CH2:7]1)=[O:5])[CH3:2].[Li+].CC([N-]C(C)C)C.[CH3:21][O:22][CH2:23][CH2:24]Br.C([O-])([O-])=O.[Na+].[Na+], predict the reaction product. The product is: [CH2:1]([O:3][C:4]([C:6]1([CH2:24][CH2:23][O:22][CH3:21])[CH2:11][CH2:10][C:9](=[CH2:12])[CH2:8][CH2:7]1)=[O:5])[CH3:2]. (2) Given the reactants CN1CC[N:5]([C:8]2[CH:13]=C[C:11]([NH:14][C:15]3[C:16]4N(N=CN=4)C(C4C=C(C(N)=O)SC=4)=CN=3)=[CH:10][CH:9]=2)CC1.[Br:32][C:33]1[N:38]2[N:39]=[CH:40][N:41]=[C:37]2[C:36](Br)=[N:35][CH:34]=1.C([N:46](CC)C(C)C)(C)C.[CH2:52]([OH:55])[CH2:53]C.C[CH:57]([OH:59])[CH3:58], predict the reaction product. The product is: [Br:32][C:33]1[N:38]2[N:39]=[CH:40][N:41]=[C:37]2[C:36]([NH:5][C:8]2[CH:9]=[CH:10][C:11]([N:14]3[CH2:15][CH2:16][O:55][CH2:52][CH2:53]3)=[C:58]([CH:13]=2)[C:57]([NH2:46])=[O:59])=[N:35][CH:34]=1. (3) Given the reactants [Mg].CN(CCN(C)C)C.Br[C:11]1[CH:16]=[CH:15][CH:14]=[CH:13][C:12]=1[C:17]([F:20])([F:19])[F:18].Br[CH:22]1[CH2:26][CH2:25][CH2:24][CH2:23]1.Cl, predict the reaction product. The product is: [CH:22]1([C:11]2[CH:16]=[CH:15][CH:14]=[CH:13][C:12]=2[C:17]([F:20])([F:19])[F:18])[CH2:26][CH2:25][CH2:24][CH2:23]1.